This data is from Full USPTO retrosynthesis dataset with 1.9M reactions from patents (1976-2016). The task is: Predict the reactants needed to synthesize the given product. Given the product [C:1]([O:5][C:6]([N:7]1[CH2:18][CH2:19][O:20][CH:9]([CH2:10][C:11]2[CH:16]=[CH:15][CH:14]=[CH:13][CH:12]=2)[CH2:8]1)=[O:21])([CH3:4])([CH3:3])[CH3:2], predict the reactants needed to synthesize it. The reactants are: [C:1]([O:5][C:6](=[O:21])[N:7]([CH2:18][CH2:19][OH:20])[CH2:8][CH:9](O)[CH2:10][C:11]1[CH:16]=[CH:15][CH:14]=[CH:13][CH:12]=1)([CH3:4])([CH3:3])[CH3:2].C1(P(C2C=CC=CC=2)C2C=CC=CC=2)C=CC=CC=1.CCOC(/N=N/C(OCC)=O)=O.